From a dataset of Reaction yield outcomes from USPTO patents with 853,638 reactions. Predict the reaction yield, written as a fraction of the theoretical maximum amount of product (1.0 means a 100% yield; for example, 0.34 means a 34% yield). (1) The reactants are [Cl:1][C:2]1[C:9]([C:10]#[C:11][Si](C)(C)C)=[C:8](F)[CH:7]=[CH:6][C:3]=1[C:4]#[N:5].[NH2:17][C@@H:18]([CH3:23])[C:19]([CH3:22])([OH:21])[CH3:20].C([O-])([O-])=O.[K+].[K+].CN1C(=O)CCC1. The catalyst is [Cu]I.CCOC(C)=O.O. The product is [Cl:1][C:2]1[C:3]([C:4]#[N:5])=[CH:6][CH:7]=[C:8]2[C:9]=1[CH:10]=[CH:11][N:17]2[C@H:18]([C:19]([OH:21])([CH3:22])[CH3:20])[CH3:23]. The yield is 0.620. (2) The reactants are [CH3:1][O:2][C:3]1[N:8]=[CH:7][C:6]([N:9]2[CH2:14][CH2:13][O:12][C:11]3[CH:15]=[N:16][C:17]([OH:19])=[CH:18][C:10]2=3)=[CH:5][C:4]=1[CH3:20].[H-].[Na+].[C:23]([O:27][C:28]([N:30]1[CH2:34][CH2:33][C@@H:32](OS(C)(=O)=O)[CH2:31]1)=[O:29])([CH3:26])([CH3:25])[CH3:24].C([O-])(O)=O.[Na+]. The catalyst is CN(C=O)C. The product is [C:23]([O:27][C:28]([N:30]1[CH2:34][CH2:33][C@H:32]([O:19][C:17]2[N:16]=[CH:15][C:11]3[O:12][CH2:13][CH2:14][N:9]([C:6]4[CH:7]=[N:8][C:3]([O:2][CH3:1])=[C:4]([CH3:20])[CH:5]=4)[C:10]=3[CH:18]=2)[CH2:31]1)=[O:29])([CH3:26])([CH3:24])[CH3:25]. The yield is 0.590. (3) The reactants are P12(SP3(SP(SP(S3)(S1)=S)(=S)S2)=S)=[S:2].[F:15][C:16]([F:48])([F:47])[O:17][C:18]1[CH:46]=[CH:45][C:21]([CH2:22][N:23]2[C:27]3[CH:28]=[CH:29][CH:30]=[CH:31][C:26]=3[N:25]([CH2:32][C:33]3[CH:38]=[CH:37][C:36]([NH:39][S:40]([CH3:43])(=[O:42])=[O:41])=[CH:35][CH:34]=3)[C:24]2=O)=[CH:20][CH:19]=1.[OH-].[Na+]. The catalyst is C1(C)C=CC(C)=CC=1.O. The product is [F:15][C:16]([F:48])([F:47])[O:17][C:18]1[CH:19]=[CH:20][C:21]([CH2:22][N:23]2[C:27]3[CH:28]=[CH:29][CH:30]=[CH:31][C:26]=3[N:25]([CH2:32][C:33]3[CH:34]=[CH:35][C:36]([NH:39][S:40]([CH3:43])(=[O:41])=[O:42])=[CH:37][CH:38]=3)[C:24]2=[S:2])=[CH:45][CH:46]=1. The yield is 0.520. (4) The reactants are [CH3:1][C:2]1[N:6]=[C:5]([C:7]2[NH:8][C:9]3[C:14]([CH:15]=2)=[CH:13][CH:12]=[CH:11][CH:10]=3)[O:4][N:3]=1.CN(C)C=O.[C:21]([O:25][C:26]([NH:28][CH2:29][C:30]1[N:35]=[CH:34][C:33](B(O)O)=[CH:32][CH:31]=1)=[O:27])([CH3:24])([CH3:23])[CH3:22].C(N(CC)C(C)C)(C)C. The catalyst is C([O-])(=O)C.[Cu+2].C([O-])(=O)C. The product is [C:21]([O:25][C:26](=[O:27])[NH:28][CH2:29][C:30]1[CH:31]=[CH:32][C:33]([N:8]2[C:9]3[C:14](=[CH:13][CH:12]=[CH:11][CH:10]=3)[CH:15]=[C:7]2[C:5]2[O:4][N:3]=[C:2]([CH3:1])[N:6]=2)=[CH:34][N:35]=1)([CH3:24])([CH3:22])[CH3:23]. The yield is 0.170. (5) The reactants are [CH3:1][O:2][C:3]1[CH:4]=[C:5](B(O)O)[CH:6]=[CH:7][C:8]=1[O:9][CH3:10].I[C:15]1[C:23]2[C:18](=[N:19][CH:20]=[N:21][C:22]=2[NH2:24])[N:17]([CH:25]([CH3:27])[CH3:26])[N:16]=1.C([O-])([O-])=O.[Na+].[Na+].[CH3:34][CH2:35]O. The catalyst is COCCOC.C1C=CC([P]([Pd]([P](C2C=CC=CC=2)(C2C=CC=CC=2)C2C=CC=CC=2)([P](C2C=CC=CC=2)(C2C=CC=CC=2)C2C=CC=CC=2)[P](C2C=CC=CC=2)(C2C=CC=CC=2)C2C=CC=CC=2)(C2C=CC=CC=2)C2C=CC=CC=2)=CC=1. The product is [CH:25]1([N:17]2[C:18]3=[N:19][CH:20]=[N:21][C:22]([NH2:24])=[C:23]3[C:15]([C:5]3[CH:6]=[CH:7][C:8]([O:9][CH3:10])=[C:3]([O:2][CH3:1])[CH:4]=3)=[N:16]2)[CH2:27][CH2:35][CH2:34][CH2:26]1. The yield is 0.280.